This data is from Reaction yield outcomes from USPTO patents with 853,638 reactions. The task is: Predict the reaction yield, written as a fraction of the theoretical maximum amount of product (1.0 means a 100% yield; for example, 0.34 means a 34% yield). (1) The reactants are Cl[C:2]1[CH:3]=[CH:4][C:5]([N+:9]([O-:11])=[O:10])=[C:6]([CH:8]=1)[NH2:7].C(=O)([O-])[O-].[K+].[K+].[CH3:18][C@H:19]1[CH2:24][NH:23][CH2:22][C@@H:21]([CH3:25])[NH:20]1. The catalyst is CN(C=O)C. The product is [CH3:18][C@H:19]1[NH:20][C@@H:21]([CH3:25])[CH2:22][N:23]([C:2]2[CH:3]=[CH:4][C:5]([N+:9]([O-:11])=[O:10])=[C:6]([CH:8]=2)[NH2:7])[CH2:24]1. The yield is 0.986. (2) The reactants are [O:1]1[CH2:6][CH2:5][C:4](=O)[CH2:3][CH2:2]1.[C-]#[N:9].[Na+].[OH-].[Na+].Cl.[CH3:26][C:25]([O:24][C:22](O[C:22]([O:24][C:25]([CH3:28])([CH3:27])[CH3:26])=[O:23])=[O:23])([CH3:28])[CH3:27].[C:29]([O:32]CC)(=[O:31])C. The catalyst is C(O)C.O.C(#N)C. The product is [C:25]([O:24][C:22]([NH:9][C:4]1([C:29]([OH:32])=[O:31])[CH2:5][CH2:6][O:1][CH2:2][CH2:3]1)=[O:23])([CH3:26])([CH3:27])[CH3:28]. The yield is 0.240.